This data is from Full USPTO retrosynthesis dataset with 1.9M reactions from patents (1976-2016). The task is: Predict the reactants needed to synthesize the given product. (1) Given the product [CH:38]1([C:37]2[C:15]3[C:14]([N:11]4[CH2:10][CH2:9][NH:8][CH2:13][CH2:12]4)=[N:19][C:18]([C:20]4[CH:25]=[CH:24][N:23]=[C:22]([NH:26][C:27]5[O:28][C:29]([CH3:33])=[C:30]([CH3:32])[N:31]=5)[CH:21]=4)=[N:17][C:16]=3[CH:34]=[N:35][CH:36]=2)[CH2:40][CH2:39]1, predict the reactants needed to synthesize it. The reactants are: C(OC([N:8]1[CH2:13][CH2:12][N:11]([C:14]2[C:15]3[C:37]([CH:38]4[CH2:40][CH2:39]4)=[CH:36][N:35]=[CH:34][C:16]=3[N:17]=[C:18]([C:20]3[CH:25]=[CH:24][N:23]=[C:22]([NH:26][C:27]4[O:28][C:29]([CH3:33])=[C:30]([CH3:32])[N:31]=4)[CH:21]=3)[N:19]=2)[CH2:10][CH2:9]1)=O)(C)(C)C.CO. (2) The reactants are: F[C:2]1[CH:3]=[C:4]([O:11][CH3:12])[CH:5]=[CH:6][C:7]=1[N+:8]([O-:10])=[O:9].C(N(C(C)C)CC)(C)C.Cl.Cl.[CH2:24]([O:26][C@H:27]1[CH2:32][CH2:31][C@H:30]([N:33]2[CH2:38][CH2:37][CH:36]([NH2:39])[CH2:35][CH2:34]2)[CH2:29][CH2:28]1)[CH3:25]. Given the product [CH2:24]([O:26][C@H:27]1[CH2:28][CH2:29][C@H:30]([N:33]2[CH2:34][CH2:35][CH:36]([NH:39][C:2]3[CH:3]=[C:4]([O:11][CH3:12])[CH:5]=[CH:6][C:7]=3[N+:8]([O-:10])=[O:9])[CH2:37][CH2:38]2)[CH2:31][CH2:32]1)[CH3:25], predict the reactants needed to synthesize it. (3) Given the product [I-:7].[I-:7].[CH3:1][N+:2]1[CH:6]=[CH:5][N:4]([CH2:1][N:2]2[CH:14]=[CH:13][N+:4]([CH3:5])=[CH:3]2)[CH:3]=1, predict the reactants needed to synthesize it. The reactants are: [CH3:1][N:2]1[CH:6]=[CH:5][N:4]=[CH:3]1.[I:7]CI.O1[CH2:14][CH2:13]CC1. (4) Given the product [Br:4][C:5]1[CH:18]=[CH:17][C:16]2[O:15][CH:14]3[CH:9]([CH2:10][N:11]([CH3:19])[CH2:12][CH2:13]3)[CH:8]([OH:20])[C:7]=2[CH:6]=1, predict the reactants needed to synthesize it. The reactants are: [BH4-].[Na+].[I-].[Br:4][C:5]1[CH:18]=[CH:17][C:16]2[O:15][C:14]3[CH:13]=[CH:12][N+:11]([CH3:19])=[CH:10][C:9]=3[C:8](=[O:20])[C:7]=2[CH:6]=1.CCO.C1COCC1. (5) The reactants are: [OH:1][C@H:2]1[CH2:26][CH2:25][C@@:24]2([CH3:27])[C@@H:4]([C:5](=[O:29])[O:6][C:7]3[C@H:8]4[C@:20]([CH3:28])([CH2:21][CH2:22][C:23]=32)[C@@H:11]([C@H:12]([CH3:19])[CH2:13][CH2:14][CH2:15][CH:16]([CH3:18])[CH3:17])[CH2:10][CH2:9]4)[CH2:3]1.[CH2:30]=[CH:31][CH2:32]OC(C(Cl)(Cl)Cl)=N.C(=O)(O)[O-].[Na+]. Given the product [CH2:32]([O:1][C@H:2]1[CH2:26][CH2:25][C@@:24]2([CH3:27])[C@@H:4]([C:5](=[O:29])[O:6][C:7]3[C@H:8]4[C@:20]([CH3:28])([CH2:21][CH2:22][C:23]=32)[C@@H:11]([C@H:12]([CH3:19])[CH2:13][CH2:14][CH2:15][CH:16]([CH3:18])[CH3:17])[CH2:10][CH2:9]4)[CH2:3]1)[CH:31]=[CH2:30], predict the reactants needed to synthesize it. (6) Given the product [CH2:1]([C@@:5]1([CH2:28][CH3:29])[NH:11][C@H:10]([C:12]2[CH:17]=[CH:16][CH:15]=[CH:14][CH:13]=2)[C:9]2[CH:18]=[C:19]([O:24][CH3:25])[C:20]([CH:22]=[C:31]([C:32]([O:34][CH2:35][CH3:36])=[O:33])[C:30]([O:38][CH2:39][CH3:40])=[O:37])=[CH:21][C:8]=2[S:7](=[O:26])(=[O:27])[CH2:6]1)[CH2:2][CH2:3][CH3:4], predict the reactants needed to synthesize it. The reactants are: [CH2:1]([C@@:5]1([CH2:28][CH3:29])[NH:11][C@H:10]([C:12]2[CH:17]=[CH:16][CH:15]=[CH:14][CH:13]=2)[C:9]2[CH:18]=[C:19]([O:24][CH3:25])[C:20]([CH:22]=O)=[CH:21][C:8]=2[S:7](=[O:27])(=[O:26])[CH2:6]1)[CH2:2][CH2:3][CH3:4].[C:30]([O:38][CH2:39][CH3:40])(=[O:37])[CH2:31][C:32]([O:34][CH2:35][CH3:36])=[O:33].N1CCCCC1. (7) Given the product [Cl:13][C:14]1[CH:20]=[CH:19][C:17]([NH:18][C:4]2[C:5](=[O:12])[C:6](=[O:11])[C:7]=2[O:8][CH2:9][CH3:10])=[CH:16][CH:15]=1, predict the reactants needed to synthesize it. The reactants are: C(O[C:4]1[C:5](=[O:12])[C:6](=[O:11])[C:7]=1[O:8][CH2:9][CH3:10])C.[Cl:13][C:14]1[CH:20]=[CH:19][C:17]([NH2:18])=[CH:16][CH:15]=1. (8) Given the product [Br:23][C:4]1[C:5]2[CH:11]=[C:10]([CH:12]=[O:13])[CH:9]=[CH:8][C:6]=2[S:7][CH:3]=1, predict the reactants needed to synthesize it. The reactants are: C[Si](C)(C)[C:3]1[S:7][C:6]2[CH:8]=[CH:9][C:10]([CH:12]=[O:13])=[CH:11][C:5]=2[CH:4]=1.C(O)(C(F)(F)F)=O.[Br:23]Br. (9) Given the product [F:20][C:21]([F:34])([F:33])[S:22]([O:19][C:12]1[C:13]2[CH:14]=[N:15][CH:16]=[CH:17][C:18]=2[O:10][CH:11]=1)(=[O:24])=[O:23], predict the reactants needed to synthesize it. The reactants are: C(N(CC)C(C)C)(C)C.[O:10]1[C:18]2[CH:17]=[CH:16][N:15]=[CH:14][C:13]=2[C:12](=[O:19])[CH2:11]1.[F:20][C:21]([F:34])([F:33])[S:22](O[S:22]([C:21]([F:34])([F:33])[F:20])(=[O:24])=[O:23])(=[O:24])=[O:23].